From a dataset of Full USPTO retrosynthesis dataset with 1.9M reactions from patents (1976-2016). Predict the reactants needed to synthesize the given product. (1) Given the product [C:12]([O:11][C:9](=[O:10])[NH:16][CH2:17][CH2:18][C:19]1[CH:24]=[CH:23][C:22]([OH:25])=[CH:21][CH:20]=1)([CH3:13])([CH3:14])[CH3:15], predict the reactants needed to synthesize it. The reactants are: [C:9](O[C:9]([O:11][C:12]([CH3:15])([CH3:14])[CH3:13])=[O:10])([O:11][C:12]([CH3:15])([CH3:14])[CH3:13])=[O:10].[NH2:16][CH2:17][CH2:18][C:19]1[CH:24]=[CH:23][C:22]([OH:25])=[CH:21][CH:20]=1. (2) Given the product [CH2:1]([O:3][C:4](=[O:26])[C:5]([CH2:10][C:11]1[CH:12]=[CH:13][C:14]([OH:17])=[CH:15][CH:16]=1)([N:18]1[CH:19]=[CH:38][CH:37]=[CH:36]1)[C:6]([F:9])([F:8])[F:7])[CH3:2], predict the reactants needed to synthesize it. The reactants are: [CH2:1]([O:3][C:4](=[O:26])[C:5]([NH:18][C:19](OC(C)(C)C)=O)([CH2:10][C:11]1[CH:16]=[CH:15][C:14]([OH:17])=[CH:13][CH:12]=1)[C:6]([F:9])([F:8])[F:7])[CH3:2].C([O-])(=O)C.[Na+].COC1[CH2:38][CH2:37][CH:36](OC)O1. (3) Given the product [Cl:1][S:2]([C:14]1[CH:15]=[C:7]([I:6])[C:8]([CH3:16])=[C:9]([CH:13]=1)[C:10]([OH:12])=[O:11])(=[O:5])=[O:3], predict the reactants needed to synthesize it. The reactants are: [Cl:1][S:2]([OH:5])(=O)=[O:3].[I:6][C:7]1[C:8]([CH3:16])=[C:9]([CH:13]=[CH:14][CH:15]=1)[C:10]([OH:12])=[O:11]. (4) Given the product [C:1]([C:3]1[C:8](=[O:9])[N:7]([C:10]2[CH:11]=[CH:12][C:13]([CH3:16])=[CH:14][CH:15]=2)[C:6]([C:17]2[CH:18]=[CH:19][C:20]([S:23][CH3:24])=[CH:21][CH:22]=2)=[N:5][C:4]=1[NH:28][CH3:27])#[N:2], predict the reactants needed to synthesize it. The reactants are: [C:1]([C:3]1[C:8](=[O:9])[N:7]([C:10]2[CH:15]=[CH:14][C:13]([CH3:16])=[CH:12][CH:11]=2)[C:6]([C:17]2[CH:22]=[CH:21][C:20]([S:23][CH3:24])=[CH:19][CH:18]=2)=[N:5][C:4]=1SC)#[N:2].[CH3:27][NH2:28]. (5) Given the product [F:4][C:2]([C:5]1[O:6][CH:7]=[C:8]([CH2:10][N:11]2[N:15]=[C:14]([NH:16][C:23]([C:21]3[N:22]=[C:18]([CH3:17])[O:19][C:20]=3[C:26]3[CH:27]=[C:28]([CH3:32])[CH:29]=[CH:30][CH:31]=3)=[O:24])[CH:13]=[N:12]2)[N:9]=1)([F:1])[CH3:3], predict the reactants needed to synthesize it. The reactants are: [F:1][C:2]([C:5]1[O:6][CH:7]=[C:8]([CH2:10][N:11]2[N:15]=[C:14]([NH2:16])[CH:13]=[N:12]2)[N:9]=1)([F:4])[CH3:3].[CH3:17][C:18]1[O:19][C:20]([C:26]2[CH:27]=[C:28]([CH3:32])[CH:29]=[CH:30][CH:31]=2)=[C:21]([C:23](O)=[O:24])[N:22]=1. (6) Given the product [CH2:1]([O:3][C:4](=[O:33])[C:5]([CH3:32])([CH3:31])[CH2:6][C:7]1[N:8]([CH2:23][C:24]2[CH:25]=[CH:26][C:27]([Br:30])=[CH:28][CH:29]=2)[C:9]2[C:14]([C:15]=1[S:16][C:17]([CH3:20])([CH3:19])[CH3:18])=[CH:13][C:12]([OH:21])=[CH:11][CH:10]=2)[CH3:2], predict the reactants needed to synthesize it. The reactants are: [CH2:1]([O:3][C:4](=[O:33])[C:5]([CH3:32])([CH3:31])[CH2:6][C:7]1[N:8]([CH2:23][C:24]2[CH:29]=[CH:28][C:27]([Br:30])=[CH:26][CH:25]=2)[C:9]2[C:14]([C:15]=1[S:16][C:17]([CH3:20])([CH3:19])[CH3:18])=[CH:13][C:12]([O:21]C)=[CH:11][CH:10]=2)[CH3:2].CC(S)(C)C.[Al+3].[Cl-].[Cl-].[Cl-]. (7) Given the product [C:1]1([CH3:17])[CH:6]=[CH:5][CH:4]=[C:3]([O:7][CH2:8][CH2:9][CH2:10][CH2:11][CH2:12][CH2:13][CH2:14][CH2:15][NH:16][C:19]2[C:28]3[C:23](=[CH:24][CH:25]=[CH:26][CH:27]=3)[N:22]=[CH:21][CH:20]=2)[CH:2]=1, predict the reactants needed to synthesize it. The reactants are: [C:1]1([CH3:17])[CH:6]=[CH:5][CH:4]=[C:3]([O:7][CH2:8][CH2:9][CH2:10][CH2:11][CH2:12][CH2:13][CH2:14][CH2:15][NH2:16])[CH:2]=1.Cl[C:19]1[C:28]2[C:23](=[CH:24][CH:25]=[CH:26][CH:27]=2)[N:22]=[CH:21][CH:20]=1.C(OCCCOCCCCCCCCNC1C2C(=CC=CC=2)N=CC=1)C.